This data is from Full USPTO retrosynthesis dataset with 1.9M reactions from patents (1976-2016). The task is: Predict the reactants needed to synthesize the given product. (1) Given the product [CH2:1]([O:5][CH:6]1[CH2:7][CH2:11][CH:10]=[CH:8][O:9]1)[CH:2]([CH3:4])[CH3:3], predict the reactants needed to synthesize it. The reactants are: [CH2:1]([O:5][CH:6]=[CH2:7])[CH:2]([CH3:4])[CH3:3].[CH:8]([CH:10]=[CH2:11])=[O:9]. (2) Given the product [Cl:19][C:16]1[CH:15]=[CH:14][C:13]([S:10]([N:9]([C@H:4]([CH2:5][CH:6]([CH3:7])[CH3:8])[C:1]([NH2:2])=[O:3])[CH2:20][C:21]2[CH:22]=[CH:23][C:24]([CH2:25][N:35]([CH3:36])[CH3:34])=[CH:31][CH:32]=2)(=[O:12])=[O:11])=[CH:18][CH:17]=1, predict the reactants needed to synthesize it. The reactants are: [C:1]([C@H:4]([N:9]([CH2:20][C:21]1[CH:32]=[CH:31][C:24]([CH2:25]OS(C)(=O)=O)=[CH:23][CH:22]=1)[S:10]([C:13]1[CH:18]=[CH:17][C:16]([Cl:19])=[CH:15][CH:14]=1)(=[O:12])=[O:11])[CH2:5][CH:6]([CH3:8])[CH3:7])(=[O:3])[NH2:2].C[CH2:34][N:35](CC)[CH2:36]C.CNC. (3) Given the product [Cl:1][C:2]1[N:3]=[N:4][C:5]([C:9]2[CH:14]=[CH:13][CH:12]=[CH:11][CH:10]=2)=[CH:6][C:7]=1[OH:17], predict the reactants needed to synthesize it. The reactants are: [Cl:1][C:2]1[N:3]=[N:4][C:5]([C:9]2[CH:14]=[CH:13][CH:12]=[CH:11][CH:10]=2)=[CH:6][C:7]=1Cl.C(O)(=[O:17])C. (4) Given the product [Cl:1][C:2]1[CH:3]=[C:4]([C@H:8]2[CH2:13][CH2:12][S:11][N:10]([CH:28]([CH3:30])[CH3:29])[C@@H:9]2[C:14]2[CH:15]=[CH:16][C:17]([Cl:20])=[CH:18][CH:19]=2)[CH:5]=[CH:6][CH:7]=1, predict the reactants needed to synthesize it. The reactants are: [Cl:1][C:2]1[CH:3]=[C:4]([C@H:8]2[CH2:13][CH2:12][S:11][NH:10][C@@H:9]2[C:14]2[CH:19]=[CH:18][C:17]([Cl:20])=[CH:16][CH:15]=2)[CH:5]=[CH:6][CH:7]=1.C(=O)([O-])[O-].[Cs+].[Cs+].I[CH:28]([CH3:30])[CH3:29]. (5) Given the product [CH3:9][C:8]1[C:3]2[CH:4]=[CH:5][CH:6]=[CH:7][C:2]=2[S:13][C:12]=1[C:11]([O:15][CH3:16])=[O:14], predict the reactants needed to synthesize it. The reactants are: F[C:2]1[CH:7]=[CH:6][CH:5]=[CH:4][C:3]=1[C:8](=O)[CH3:9].[C:11]([O:15][CH3:16])(=[O:14])[CH2:12][SH:13].C1CCN2C(=NCCC2)CC1. (6) Given the product [C:12]([O:16][C:17](=[O:27])[NH:18][C@@H:19]1[CH2:24][CH2:23][CH2:22][CH2:21][C@H:20]1[CH2:25][N:8]1[CH2:9][CH2:10][CH2:11][CH:6]([CH2:5][O:4][CH2:2][CH3:3])[CH2:7]1)([CH3:15])([CH3:13])[CH3:14], predict the reactants needed to synthesize it. The reactants are: Cl.[CH2:2]([O:4][CH2:5][CH:6]1[CH2:11][CH2:10][CH2:9][NH:8][CH2:7]1)[CH3:3].[C:12]([O:16][C:17](=[O:27])[NH:18][C@@H:19]1[CH2:24][CH2:23][CH2:22][CH2:21][C@H:20]1[CH:25]=O)([CH3:15])([CH3:14])[CH3:13].C(O[BH-](OC(=O)C)OC(=O)C)(=O)C.[Na+]. (7) Given the product [ClH:28].[Cl:28][C:29]1[CH:30]=[C:31]2[C:35](=[CH:36][CH:37]=1)[NH:34][C:33]([S:47]([NH:27][C@@H:22]1[CH2:23][CH2:24][CH2:25][CH2:26][C@@H:21]1[NH:20][C:18]([C:16]1[S:17][C:11]3[CH2:10][N:9]([CH3:8])[CH2:14][CH2:13][C:12]=3[N:15]=1)=[O:19])(=[O:48])=[O:49])=[CH:32]2, predict the reactants needed to synthesize it. The reactants are: FC(F)(F)C(O)=O.[CH3:8][N:9]1[CH2:14][CH2:13][C:12]2[N:15]=[C:16]([C:18]([NH:20][C@@H:21]3[CH2:26][CH2:25][CH2:24][CH2:23][C@@H:22]3[NH2:27])=[O:19])[S:17][C:11]=2[CH2:10]1.[Cl:28][C:29]1[CH:30]=[C:31]2[C:35](=[CH:36][CH:37]=1)[N:34](S(C1C=CC=CC=1)(=O)=O)[C:33]([S:47](Cl)(=[O:49])=[O:48])=[CH:32]2.[OH-].[Na+].Cl. (8) Given the product [C:5]([OH:11])(=[O:12])[C:6]([CH2:8][C:9]([OH:3])=[O:10])=[CH2:7].[C:5]([OH:11])(=[O:12])[C:6]([CH2:8][C:9]([OH:3])=[O:10])=[CH2:7].[CH2:1]([OH:4])[CH2:2][OH:3], predict the reactants needed to synthesize it. The reactants are: [CH2:1]([OH:4])[CH2:2][OH:3].[C:5]1(=[O:12])[O:11][C:9](=[O:10])[CH2:8][C:6]1=[CH2:7].CO.